Dataset: Catalyst prediction with 721,799 reactions and 888 catalyst types from USPTO. Task: Predict which catalyst facilitates the given reaction. (1) Reactant: [Cl:1][C:2]1[C:10]([O:11][CH3:12])=[C:9]([O:13][CH3:14])[CH:8]=[CH:7][C:3]=1[C:4](Cl)=[O:5].[CH3:15][O:16][C:17]1[CH:22]=[CH:21][CH:20]=[CH:19][C:18]=1[CH2:23][N:24]1[C:28]2[CH:29]=[CH:30][CH:31]=[CH:32][C:27]=2[N:26]=[C:25]1[CH2:33][NH:34][CH2:35][CH2:36][CH:37]([CH3:39])[CH3:38]. Product: [Cl:1][C:2]1[C:10]([O:11][CH3:12])=[C:9]([O:13][CH3:14])[CH:8]=[CH:7][C:3]=1[C:4]([N:34]([CH2:33][C:25]1[N:24]([CH2:23][C:18]2[CH:19]=[CH:20][CH:21]=[CH:22][C:17]=2[O:16][CH3:15])[C:28]2[CH:29]=[CH:30][CH:31]=[CH:32][C:27]=2[N:26]=1)[CH2:35][CH2:36][CH:37]([CH3:39])[CH3:38])=[O:5]. The catalyst class is: 4. (2) Reactant: [B:1]([OH:4])([OH:3])[OH:2].[C:5]([O:8]C(=O)C)(=[O:7])[CH3:6]. Product: [C:5]([OH:8])(=[O:7])[CH3:6].[C:5]([OH:8])(=[O:7])[CH3:6].[C:5]([OH:8])(=[O:7])[CH3:6].[B:1]([OH:4])([OH:3])[OH:2]. The catalyst class is: 6. (3) Product: [CH3:18][O:17][C:13]1[CH:12]=[C:11]2[C:10](=[CH:15][C:14]=1[F:16])[NH:9][CH:20]=[CH:19]2. The catalyst class is: 8. Reactant: [O-]CC.[Na+].C(OC(=O)[NH:9][C:10]1[CH:15]=[C:14]([F:16])[C:13]([O:17][CH3:18])=[CH:12][C:11]=1[C:19]#[C:20][Si](C)(C)C)C. (4) Reactant: [Cl:1][C:2]1[CH:13]=[CH:12][C:5]([CH2:6][CH:7]([C:10]#[N:11])[C:8]#[N:9])=[CH:4][CH:3]=1.[H-].[Na+].Br[CH2:17][CH2:18][C:19]([F:22])([F:21])[F:20]. Product: [Cl:1][C:2]1[CH:3]=[CH:4][C:5]([CH2:6][C:7]([CH2:17][CH2:18][C:19]([F:22])([F:21])[F:20])([C:8]#[N:9])[C:10]#[N:11])=[CH:12][CH:13]=1. The catalyst class is: 9.